Dataset: Catalyst prediction with 721,799 reactions and 888 catalyst types from USPTO. Task: Predict which catalyst facilitates the given reaction. (1) Reactant: [CH2:1]([Li])[CH3:2].[CH:4]1[CH:9]=[CH:8][CH:7]=[CH:6][CH:5]=1.C1CCCCC1.[O:16]=[C:17]1[N:21]([C:22]([O:24][C:25]([CH3:28])([CH3:27])[CH3:26])=[O:23])[C@H:20]([C:29](OCC2C=CC=CC=2)=O)[CH2:19][CH2:18]1.[Cl-].[NH4+]. Product: [C:25]([O:24][C:22]([NH:21][C@@H:20]([CH2:19][CH2:18][C:17](=[O:16])[CH2:1][CH3:2])[CH2:29][C:22]([O:24][CH2:25][C:4]1[CH:9]=[CH:8][CH:7]=[CH:6][CH:5]=1)=[O:23])=[O:23])([CH3:26])([CH3:27])[CH3:28]. The catalyst class is: 7. (2) Reactant: [Br:1][C:2]1[C:7]([CH3:8])=[CH:6][CH:5]=[CH:4][C:3]=1[CH2:9][CH2:10][OH:11].[H-].[Na+].[CH3:14]I.O. Product: [Br:1][C:2]1[C:7]([CH3:8])=[CH:6][CH:5]=[CH:4][C:3]=1[CH2:9][CH2:10][O:11][CH3:14]. The catalyst class is: 506. (3) Reactant: [C:1]([O:4][CH2:5][CH2:6][C:7]1[C:16]2[C:11](=[CH:12][CH:13]=[CH:14][CH:15]=2)[C:10]([NH:17]C(OCC2C=CC=CC=2)=O)=[CH:9][C:8]=1[NH:28][C:29]([C:31]1[NH:32][C:33]2[C:38]([CH:39]=1)=[CH:37][C:36]([O:40][CH3:41])=[C:35]([O:42][CH3:43])[C:34]=2[O:44][CH3:45])=[O:30])(=[O:3])[CH3:2]. Product: [C:1]([O:4][CH2:5][CH2:6][C:7]1[C:16]2[C:11](=[CH:12][CH:13]=[CH:14][CH:15]=2)[C:10]([NH2:17])=[CH:9][C:8]=1[NH:28][C:29]([C:31]1[NH:32][C:33]2[C:38]([CH:39]=1)=[CH:37][C:36]([O:40][CH3:41])=[C:35]([O:42][CH3:43])[C:34]=2[O:44][CH3:45])=[O:30])(=[O:3])[CH3:2]. The catalyst class is: 123. (4) Reactant: [NH2:1][C:2]1[C:3]([C:12]([NH:14][C@@H:15]([CH:20]2[CH2:25][CH2:24][CH:23]([OH:26])[CH2:22][CH2:21]2)[C:16]([O:18][CH3:19])=[O:17])=[O:13])=[CH:4][C:5]2[C:10]([CH:11]=1)=[CH:9][CH:8]=[CH:7][CH:6]=2.[N:27]([C:30]1[C:35]([CH3:36])=[CH:34][C:33]([CH3:37])=[CH:32][C:31]=1[CH3:38])=[C:28]=[O:29]. Product: [OH:26][CH:23]1[CH2:22][CH2:21][CH:20]([C@H:15]([NH:14][C:12]([C:3]2[C:2]([NH:1][C:28]([NH:27][C:30]3[C:31]([CH3:38])=[CH:32][C:33]([CH3:37])=[CH:34][C:35]=3[CH3:36])=[O:29])=[CH:11][C:10]3[C:5](=[CH:6][CH:7]=[CH:8][CH:9]=3)[CH:4]=2)=[O:13])[C:16]([O:18][CH3:19])=[O:17])[CH2:25][CH2:24]1. The catalyst class is: 17. (5) Reactant: [Br:1][C:2]1[C:3]([Cl:9])=[N:4][CH:5]=[C:6]([CH3:8])[CH:7]=1.[Br:10]N1C(=O)CCC1=O.C(OOC(=O)C1C=CC=CC=1)(=O)C1C=CC=CC=1. Product: [Br:1][C:2]1[C:3]([Cl:9])=[N:4][CH:5]=[C:6]([CH2:8][Br:10])[CH:7]=1. The catalyst class is: 53. (6) Reactant: CN(C(ON1N=NC2C=CC=NC1=2)=[N+](C)C)C.F[P-](F)(F)(F)(F)F.[NH2:25][C:26]1[C:27]([C:36]([OH:38])=O)=[CH:28][C:29]2[C:34]([CH:35]=1)=[CH:33][CH:32]=[CH:31][CH:30]=2.Cl.[CH3:40][C:41]([O:44][C@H:45]([CH3:52])[C@@H:46]([C:48]([O:50][CH3:51])=[O:49])[NH2:47])([CH3:43])[CH3:42].C(N(C(C)C)CC)(C)C. Product: [NH2:25][C:26]1[C:27]([C:36]([NH:47][C@H:46]([C:48]([O:50][CH3:51])=[O:49])[C@@H:45]([CH3:52])[O:44][C:41]([CH3:43])([CH3:42])[CH3:40])=[O:38])=[CH:28][C:29]2[C:34]([CH:35]=1)=[CH:33][CH:32]=[CH:31][CH:30]=2. The catalyst class is: 3. (7) Reactant: P(Cl)(Cl)([Cl:3])=O.[Cl:6][C:7]1[C:12](=O)[NH:11][C:10]([CH:14]2[CH2:16][CH2:15]2)=[N:9][C:8]=1[C:17]([OH:19])=[O:18].N. Product: [Cl:6][C:7]1[C:8]([C:17]([OH:19])=[O:18])=[N:9][C:10]([CH:14]2[CH2:16][CH2:15]2)=[N:11][C:12]=1[Cl:3]. The catalyst class is: 10. (8) Reactant: Br[CH2:2][C:3]1[CH:8]=[CH:7][CH:6]=[C:5]([N+:9]([O-:11])=[O:10])[CH:4]=1.[CH3:12][N:13]1[CH2:18][CH2:17][NH:16][CH2:15][CH2:14]1.C([O-])([O-])=O.[K+].[K+]. Product: [CH3:12][N:13]1[CH2:18][CH2:17][N:16]([CH2:2][C:3]2[CH:8]=[CH:7][CH:6]=[C:5]([N+:9]([O-:11])=[O:10])[CH:4]=2)[CH2:15][CH2:14]1. The catalyst class is: 18.